This data is from NCI-60 drug combinations with 297,098 pairs across 59 cell lines. The task is: Regression. Given two drug SMILES strings and cell line genomic features, predict the synergy score measuring deviation from expected non-interaction effect. Synergy scores: CSS=50.0, Synergy_ZIP=-0.639, Synergy_Bliss=3.35, Synergy_Loewe=-13.6, Synergy_HSA=4.89. Drug 2: CC=C1C(=O)NC(C(=O)OC2CC(=O)NC(C(=O)NC(CSSCCC=C2)C(=O)N1)C(C)C)C(C)C. Drug 1: COC1=CC(=CC(=C1O)OC)C2C3C(COC3=O)C(C4=CC5=C(C=C24)OCO5)OC6C(C(C7C(O6)COC(O7)C8=CC=CS8)O)O. Cell line: OVCAR3.